From a dataset of Catalyst prediction with 721,799 reactions and 888 catalyst types from USPTO. Predict which catalyst facilitates the given reaction. (1) Reactant: [Cl:1][C:2]1[C:3]([NH:25][C:26]2[CH:30]=[C:29]([CH3:31])[NH:28][N:27]=2)=[N:4][C:5]([NH:8][C:9]2[C:18]3[C:13](=[CH:14][CH:15]=[CH:16][CH:17]=3)[C:12]([CH:19]3[CH2:24][CH2:23][NH:22][CH2:21][CH2:20]3)=[CH:11][CH:10]=2)=[N:6][CH:7]=1.Br[CH2:33][C:34]([NH2:36])=[O:35].C(N(CC)CC)C. Product: [Cl:1][C:2]1[C:3]([NH:25][C:26]2[CH:30]=[C:29]([CH3:31])[NH:28][N:27]=2)=[N:4][C:5]([NH:8][C:9]2[C:18]3[C:13](=[CH:14][CH:15]=[CH:16][CH:17]=3)[C:12]([CH:19]3[CH2:24][CH2:23][N:22]([CH2:33][C:34]([NH2:36])=[O:35])[CH2:21][CH2:20]3)=[CH:11][CH:10]=2)=[N:6][CH:7]=1. The catalyst class is: 3. (2) The catalyst class is: 349. Reactant: [C:1]([O:9][C@H:10]1[CH2:14][C@@H:13]([O:15]CC2C=CC=CC=2)[CH2:12][C@@H:11]1[C:23]1[N:27]([CH3:28])[N:26]=[CH:25][CH:24]=1)(=[O:8])[C:2]1[CH:7]=[CH:6][CH:5]=[CH:4][CH:3]=1. Product: [C:1]([O:9][C@H:10]1[CH2:14][C@@H:13]([OH:15])[CH2:12][C@@H:11]1[C:23]1[N:27]([CH3:28])[N:26]=[CH:25][CH:24]=1)(=[O:8])[C:2]1[CH:3]=[CH:4][CH:5]=[CH:6][CH:7]=1. (3) Product: [C:1]([O:5][C:6]([N:8]1[CH2:12][C@@H:11]([NH2:13])[CH2:10][C@H:9]1[C:31](=[O:47])[NH:32][C:33]1[CH:38]=[CH:37][C:36]([N:39]2[CH:44]=[CH:43][CH:42]=[CH:41][C:40]2=[O:45])=[CH:35][C:34]=1[F:46])=[O:7])([CH3:4])([CH3:2])[CH3:3]. Reactant: [C:1]([O:5][C:6]([N:8]1[CH2:12][C@@H:11]([NH:13]C(OCC2C3C=CC=CC=3C3C2=CC=CC=3)=O)[CH2:10][C@H:9]1[C:31](=[O:47])[NH:32][C:33]1[CH:38]=[CH:37][C:36]([N:39]2[CH:44]=[CH:43][CH:42]=[CH:41][C:40]2=[O:45])=[CH:35][C:34]=1[F:46])=[O:7])([CH3:4])([CH3:3])[CH3:2].N1CCCCC1. The catalyst class is: 2. (4) Reactant: [C:1]([C:3]1[CH:8]=[CH:7][C:6]([NH:9][C:10](=[O:14])[C:11]([CH3:13])=[CH2:12])=[CH:5][C:4]=1[C:15]([F:18])([F:17])[F:16])#[N:2].ClC1C=CC=C(C(OO)=[O:27])C=1. Product: [C:1]([C:3]1[CH:8]=[CH:7][C:6]([NH:9][C:10]([C:11]2([CH3:13])[CH2:12][O:27]2)=[O:14])=[CH:5][C:4]=1[C:15]([F:17])([F:16])[F:18])#[N:2]. The catalyst class is: 4.